Dataset: Forward reaction prediction with 1.9M reactions from USPTO patents (1976-2016). Task: Predict the product of the given reaction. (1) The product is: [ClH:1].[ClH:1].[CH3:8][NH:9][C:17]1([CH2:20][CH2:21][C:22]2[CH:23]=[N:24][CH:25]=[CH:26][CH:27]=2)[CH2:19][CH2:18]1. Given the reactants [ClH:1].Cl.C1(N)CC1.Cl.[CH3:8][N:9]([C:17]1([CH2:20][CH2:21][C:22]2[CH:23]=[N:24][CH:25]=[CH:26][CH:27]=2)[CH2:19][CH2:18]1)C(=O)OC(C)(C)C.CCOCC, predict the reaction product. (2) Given the reactants [NH2:1][C:2]1[N:7]([CH2:8][CH2:9][CH3:10])[C:6](=[O:11])[N:5]([CH2:12][CH2:13][CH3:14])[C:4](=[O:15])[C:3]=1[NH:16][C:17]([C:19]12[CH2:26][C:23]([CH2:27][OH:28])([CH2:24][CH2:25]1)[CH2:22][CH2:21][CH2:20]2)=O.[OH-].[Na+], predict the reaction product. The product is: [OH:28][CH2:27][C:23]12[CH2:26][C:19]([C:17]3[NH:16][C:3]4[C:4](=[O:15])[N:5]([CH2:12][CH2:13][CH3:14])[C:6](=[O:11])[N:7]([CH2:8][CH2:9][CH3:10])[C:2]=4[N:1]=3)([CH2:25][CH2:24]1)[CH2:20][CH2:21][CH2:22]2. (3) Given the reactants [CH2:1]([O:5][C:6]1[CH:7]=[C:8](/[CH:20]=[C:21](\[O:25][CH3:26])/[C:22]([OH:24])=[O:23])[CH:9]=[CH:10][C:11]=1OS(C(F)(F)F)(=O)=O)[CH2:2][CH2:3][CH3:4].[CH2:27]([NH:34][C:35](=[O:53])[N:36]([CH3:52])[C:37]1[CH:42]=[CH:41][CH:40]=[C:39](B2OC(C)(C)C(C)(C)O2)[CH:38]=1)[CH2:28][CH2:29][CH2:30][CH2:31][CH2:32][CH3:33].P([O-])([O-])([O-])=O.[K+].[K+].[K+], predict the reaction product. The product is: [CH2:1]([O:5][C:6]1[CH:7]=[C:8](/[CH:20]=[C:21](\[O:25][CH3:26])/[C:22]([OH:24])=[O:23])[CH:9]=[CH:10][C:11]=1[C:41]1[CH:40]=[CH:39][CH:38]=[C:37]([N:36]([CH3:52])[C:35]([NH:34][CH2:27][CH2:28][CH2:29][CH2:30][CH2:31][CH2:32][CH3:33])=[O:53])[CH:42]=1)[CH2:2][CH2:3][CH3:4]. (4) Given the reactants [CH3:1][O:2][C:3]1[CH:12]=[CH:11][C:6]([C:7]([O:9][CH3:10])=[O:8])=[CH:5][C:4]=1[C:13]#[C:14][Si](C)(C)C.C(=O)([O-])[O-].[K+].[K+].CO, predict the reaction product. The product is: [C:13]([C:4]1[CH:5]=[C:6]([CH:11]=[CH:12][C:3]=1[O:2][CH3:1])[C:7]([O:9][CH3:10])=[O:8])#[CH:14]. (5) Given the reactants [H-].C([Al+]CC(C)C)C(C)C.C([O:13][C:14]([C:16]1[N:17]=[C:18]2[N:22]([C:23]=1[CH2:24][CH3:25])[CH:21]=[CH:20][S:19]2)=O)C.[OH-].[Na+], predict the reaction product. The product is: [CH2:24]([C:23]1[N:22]2[C:18]([S:19][CH:20]=[CH:21]2)=[N:17][C:16]=1[CH2:14][OH:13])[CH3:25]. (6) Given the reactants [C:1]([O:5][C:6](=[O:18])[CH2:7][N:8]1[C:16]2[C:11](=[CH:12][CH:13]=[C:14]([OH:17])[CH:15]=2)[CH:10]=[CH:9]1)([CH3:4])([CH3:3])[CH3:2].[C:19]([Si:23]([CH3:47])([CH3:46])[O:24][CH2:25][CH2:26][CH2:27][CH:28]([C:30]1[S:34][C:33]([C:35]2[CH:40]=[CH:39][C:38]([C:41]([F:44])([F:43])[F:42])=[CH:37][CH:36]=2)=[N:32][C:31]=1[CH3:45])O)([CH3:22])([CH3:21])[CH3:20].C(P(CCCC)CCCC)CCC.CN(C)C(N=NC(N(C)C)=O)=O, predict the reaction product. The product is: [C:1]([O:5][C:6](=[O:18])[CH2:7][N:8]1[C:16]2[C:11](=[CH:12][CH:13]=[C:14]([O:17][CH:28]([C:30]3[S:34][C:33]([C:35]4[CH:36]=[CH:37][C:38]([C:41]([F:43])([F:42])[F:44])=[CH:39][CH:40]=4)=[N:32][C:31]=3[CH3:45])[CH2:27][CH2:26][CH2:25][O:24][Si:23]([C:19]([CH3:22])([CH3:21])[CH3:20])([CH3:47])[CH3:46])[CH:15]=2)[CH:10]=[CH:9]1)([CH3:4])([CH3:2])[CH3:3].